From a dataset of NCI-60 drug combinations with 297,098 pairs across 59 cell lines. Regression. Given two drug SMILES strings and cell line genomic features, predict the synergy score measuring deviation from expected non-interaction effect. (1) Drug 1: CN(CC1=CN=C2C(=N1)C(=NC(=N2)N)N)C3=CC=C(C=C3)C(=O)NC(CCC(=O)O)C(=O)O. Drug 2: CCCCCOC(=O)NC1=NC(=O)N(C=C1F)C2C(C(C(O2)C)O)O. Cell line: MOLT-4. Synergy scores: CSS=-3.26, Synergy_ZIP=0.718, Synergy_Bliss=-0.586, Synergy_Loewe=-6.44, Synergy_HSA=-3.74. (2) Drug 1: CC1CCC2CC(C(=CC=CC=CC(CC(C(=O)C(C(C(=CC(C(=O)CC(OC(=O)C3CCCCN3C(=O)C(=O)C1(O2)O)C(C)CC4CCC(C(C4)OC)OCCO)C)C)O)OC)C)C)C)OC. Drug 2: C1CN1C2=NC(=NC(=N2)N3CC3)N4CC4. Cell line: NCI-H522. Synergy scores: CSS=31.8, Synergy_ZIP=-5.31, Synergy_Bliss=-1.46, Synergy_Loewe=0.831, Synergy_HSA=0.864. (3) Drug 1: CCN(CC)CCNC(=O)C1=C(NC(=C1C)C=C2C3=C(C=CC(=C3)F)NC2=O)C. Drug 2: CC12CCC3C(C1CCC2O)C(CC4=C3C=CC(=C4)O)CCCCCCCCCS(=O)CCCC(C(F)(F)F)(F)F. Cell line: SF-539. Synergy scores: CSS=9.99, Synergy_ZIP=0.986, Synergy_Bliss=8.81, Synergy_Loewe=1.06, Synergy_HSA=4.91.